Dataset: Full USPTO retrosynthesis dataset with 1.9M reactions from patents (1976-2016). Task: Predict the reactants needed to synthesize the given product. (1) Given the product [I:1][C:2]1[C:7]([O:8][CH3:10])=[CH:6][CH:5]=[C:4]([CH3:9])[N:3]=1, predict the reactants needed to synthesize it. The reactants are: [I:1][C:2]1[C:7]([OH:8])=[CH:6][CH:5]=[C:4]([CH3:9])[N:3]=1.[C:10](=O)([O-])[O-].[Cs+].[Cs+].CI. (2) Given the product [C:1]12([NH:11][C:12]([C:13]3[CH:18]=[CH:17][C:16]([N:25]4[CH2:30][CH2:29][CH2:28][C@@H:27]([CH2:31][C:32]([O:34][CH3:35])=[O:33])[CH2:26]4)=[N:15][C:14]=3[S:20][CH2:21][CH2:22][CH3:23])=[O:24])[CH2:10][CH:5]3[CH2:6][CH:7]([CH2:9][CH:3]([CH2:4]3)[CH2:2]1)[CH2:8]2, predict the reactants needed to synthesize it. The reactants are: [C:1]12([NH:11][C:12](=[O:24])[C:13]3[CH:18]=[CH:17][C:16](Cl)=[N:15][C:14]=3[S:20][CH2:21][CH2:22][CH3:23])[CH2:10][CH:5]3[CH2:6][CH:7]([CH2:9][CH:3]([CH2:4]3)[CH2:2]1)[CH2:8]2.[NH:25]1[CH2:30][CH2:29][CH2:28][C@@H:27]([CH2:31][C:32]([O:34][CH3:35])=[O:33])[CH2:26]1.Cl.C(=O)([O-])[O-].[K+].[K+]. (3) Given the product [Cl:1][C:2]1[CH:9]=[CH:8][C:7]([O:10][CH3:11])=[C:4]2[C:3]=1[NH:15][N:14]=[CH:5]2, predict the reactants needed to synthesize it. The reactants are: [Cl:1][C:2]1[C:3](F)=[C:4]([C:7]([O:10][CH3:11])=[CH:8][CH:9]=1)[CH:5]=O.O.[NH2:14][NH2:15].O. (4) Given the product [Br:8][C:17]1[C:14]2=[N:15][CH:16]=[C:11]([S:10][CH3:9])[N:12]=[C:13]2[NH:19][C:18]=1[C:20]1[CH:21]=[CH:22][C:23]([C:26]2([NH:30][C:31](=[O:37])[O:32][C:33]([CH3:34])([CH3:36])[CH3:35])[CH2:27][CH2:28][CH2:29]2)=[CH:24][CH:25]=1, predict the reactants needed to synthesize it. The reactants are: C1C(=O)N([Br:8])C(=O)C1.[CH3:9][S:10][C:11]1[N:12]=[C:13]2[NH:19][C:18]([C:20]3[CH:25]=[CH:24][C:23]([C:26]4([NH:30][C:31](=[O:37])[O:32][C:33]([CH3:36])([CH3:35])[CH3:34])[CH2:29][CH2:28][CH2:27]4)=[CH:22][CH:21]=3)=[CH:17][C:14]2=[N:15][CH:16]=1. (5) The reactants are: [N+:1]([C:4]1[CH:5]=[CH:6][C:7](OC2C=C3C(=CC=2)OC(C2C=CC=CC=2)CC3)=[N:8][CH:9]=1)([O-:3])=[O:2].[CH3:27][O:28][C:29]1[CH:34]=[CH:33][C:32]([CH:35]2[CH2:44][CH:43]([OH:45])[C:42]3[C:37](=[CH:38][CH:39]=[C:40]([OH:46])[CH:41]=3)[O:36]2)=[CH:31][CH:30]=1. Given the product [CH3:27][O:28][C:29]1[CH:34]=[CH:33][C:32]([CH:35]2[CH2:44][CH:43]([OH:45])[C:42]3[C:37](=[CH:38][CH:39]=[C:40]([O:46][C:7]4[CH:6]=[CH:5][C:4]([N+:1]([O-:3])=[O:2])=[CH:9][N:8]=4)[CH:41]=3)[O:36]2)=[CH:31][CH:30]=1, predict the reactants needed to synthesize it. (6) Given the product [CH3:9][NH:8][CH2:10][C:11]1[CH:19]=[CH:18][C:14]([C:15]([NH:83][C:82]2[CH:84]=[CH:85][CH:86]=[C:80]([C:79]3[N:74]4[N:73]=[C:72]([C:69]5[CH:70]=[CH:71][N:66]=[CH:67][CH:68]=5)[CH:87]=[C:75]4[N:76]=[CH:77][CH:78]=3)[CH:81]=2)=[O:17])=[CH:13][C:12]=1[C:20]([F:21])([F:22])[F:23], predict the reactants needed to synthesize it. The reactants are: C(OC([N:8]([CH2:10][C:11]1[CH:19]=[CH:18][C:14]([C:15]([OH:17])=O)=[CH:13][C:12]=1[C:20]([F:23])([F:22])[F:21])[CH3:9])=O)(C)(C)C.C(N(C(C)C)CC)(C)C.C1CN([P+](ON2N=NC3C=CC=CC2=3)(N2CCCC2)N2CCCC2)CC1.F[P-](F)(F)(F)(F)F.[N:66]1[CH:71]=[CH:70][C:69]([C:72]2[CH:87]=[C:75]3[N:76]=[CH:77][CH:78]=[C:79]([C:80]4[CH:81]=[C:82]([CH:84]=[CH:85][CH:86]=4)[NH2:83])[N:74]3[N:73]=2)=[CH:68][CH:67]=1. (7) Given the product [Cl:1][C:2]1[CH:7]=[CH:6][C:5]([S:8]([C:11]2[S:20][C:14]3[NH:15][C:16](=[O:32])[CH:17]=[CH:18][C:13]=3[C:12]=2[C:21]2[CH:26]=[CH:25][C:24]([Cl:27])=[CH:23][CH:22]=2)(=[O:10])=[O:9])=[CH:4][CH:3]=1, predict the reactants needed to synthesize it. The reactants are: [Cl:1][C:2]1[CH:7]=[CH:6][C:5]([S:8]([C:11]2[S:20][C:14]3=[N+:15]([O-])[CH:16]=[CH:17][CH:18]=[C:13]3[C:12]=2[C:21]2[CH:26]=[CH:25][C:24]([Cl:27])=[CH:23][CH:22]=2)(=[O:10])=[O:9])=[CH:4][CH:3]=1.CN(C=[O:32])C.